From a dataset of Full USPTO retrosynthesis dataset with 1.9M reactions from patents (1976-2016). Predict the reactants needed to synthesize the given product. (1) The reactants are: F[C:2]1[CH:3]=[C:4]([CH:18]=[CH:19][C:20]=1[N+:21]([O-:23])=[O:22])[C:5]([N:7]([CH2:13][CH2:14][CH:15]([CH3:17])[CH3:16])[CH2:8][CH2:9][CH:10]([CH3:12])[CH3:11])=[O:6].[C:24]([NH:31][CH2:32][CH2:33][CH2:34][NH2:35])([O:26][C:27]([CH3:30])([CH3:29])[CH3:28])=[O:25].C(=O)([O-])[O-].[K+].[K+]. Given the product [CH3:11][CH:10]([CH3:12])[CH2:9][CH2:8][N:7]([CH2:13][CH2:14][CH:15]([CH3:17])[CH3:16])[C:5]([C:4]1[CH:18]=[CH:19][C:20]([N+:21]([O-:23])=[O:22])=[C:2]([NH:35][CH2:34][CH2:33][CH2:32][NH:31][C:24](=[O:25])[O:26][C:27]([CH3:29])([CH3:28])[CH3:30])[CH:3]=1)=[O:6], predict the reactants needed to synthesize it. (2) Given the product [CH3:20][O:19][C:17]1[CH:16]=[CH:15][C:13]2[NH:14][C:24]3[CH2:23][C:22]([CH3:30])([CH3:21])[NH:27][C:26](=[O:28])[C:25]=3[S:11][C:12]=2[CH:18]=1, predict the reactants needed to synthesize it. The reactants are: [NH2:14][C:13]1[CH:15]=[CH:16][C:17]([O:19][CH3:20])=[CH:18][C:12]=1[S:11][S:11][C:12]1[CH:18]=[C:17]([O:19][CH3:20])[CH:16]=[CH:15][C:13]=1[NH2:14].[CH3:21][C:22]1([CH3:30])[NH:27][C:26](=[O:28])[CH2:25][C:24](=O)[CH2:23]1.